This data is from Forward reaction prediction with 1.9M reactions from USPTO patents (1976-2016). The task is: Predict the product of the given reaction. (1) The product is: [CH3:29][NH:30][C:23]([C:19]1[C:18]2=[CH:28][N:15]([CH2:14][C:3]3[CH:4]=[N:5][C:6]([O:8][CH2:9][C:10]([F:12])([F:13])[F:11])=[CH:7][C:2]=3[CH3:1])[N:16]=[C:17]2[CH:22]=[CH:21][N:20]=1)=[O:24]. Given the reactants [CH3:1][C:2]1[CH:7]=[C:6]([O:8][CH2:9][C:10]([F:13])([F:12])[F:11])[N:5]=[CH:4][C:3]=1[CH2:14][N:15]1[CH:28]=[C:18]2[C:19]([C:23](OCC)=[O:24])=[N:20][CH:21]=[CH:22][C:17]2=[N:16]1.[CH3:29][NH2:30], predict the reaction product. (2) Given the reactants C[O:2][C:3](=[O:40])[C@@H:4]([NH:8][S:9]([C:12]1[CH:17]=[CH:16][C:15]([C:18]2[CH:23]=[CH:22][C:21]([NH:24][C:25]([C:27]3[O:28][C:29]4[CH:36]=[CH:35][C:34]([Cl:37])=[C:33]([O:38][CH3:39])[C:30]=4[C:31]=3[CH3:32])=[O:26])=[CH:20][CH:19]=2)=[CH:14][CH:13]=1)(=[O:11])=[O:10])[CH:5]([CH3:7])[CH3:6].[Li+].[OH-], predict the reaction product. The product is: [Cl:37][C:34]1[CH:35]=[CH:36][C:29]2[O:28][C:27]([C:25]([NH:24][C:21]3[CH:20]=[CH:19][C:18]([C:15]4[CH:14]=[CH:13][C:12]([S:9]([NH:8][C@@H:4]([CH:5]([CH3:6])[CH3:7])[C:3]([OH:40])=[O:2])(=[O:10])=[O:11])=[CH:17][CH:16]=4)=[CH:23][CH:22]=3)=[O:26])=[C:31]([CH3:32])[C:30]=2[C:33]=1[O:38][CH3:39]. (3) Given the reactants Br[C:2]1[CH:3]=[C:4]([F:24])[C:5]2[N:6]([C:17]([O:19][C:20]([CH3:23])([CH3:22])[CH3:21])=[O:18])[C:7]3[C:12]([S:13][C:14]=2[CH:15]=1)=[CH:11][C:10]([Br:16])=[CH:9][CH:8]=3.C1C=CC(P(C2C(C3C(P(C4C=CC=CC=4)C4C=CC=CC=4)=CC=C4C=3C=CC=C4)=C3C(C=CC=C3)=CC=2)C2C=CC=CC=2)=CC=1.C([O-])([O-])=O.[Cs+].[Cs+].[CH3:77][NH:78][CH3:79], predict the reaction product. The product is: [CH3:77][N:78]([CH3:79])[C:2]1[CH:3]=[C:4]([F:24])[C:5]2[N:6]([C:17]([O:19][C:20]([CH3:23])([CH3:22])[CH3:21])=[O:18])[C:7]3[C:12]([S:13][C:14]=2[CH:15]=1)=[CH:11][C:10]([Br:16])=[CH:9][CH:8]=3. (4) Given the reactants [F:1][C:2]([F:23])([F:22])[C:3]1[CH:17]=[C:16]([C:18]([F:21])([F:20])[F:19])[CH:15]=[CH:14][C:4]=1[CH2:5][N:6]1[CH2:11][CH2:10][CH:9]([CH:12]=O)[CH2:8][CH2:7]1.[OH:24][CH2:25][C:26]([CH3:36])([CH3:35])[CH2:27][NH:28][C:29]1[CH2:33][S:32][C:31](=[O:34])[N:30]=1.C([O-])(=O)C.[NH2+]1CCCCC1, predict the reaction product. The product is: [F:23][C:2]([F:1])([F:22])[C:3]1[CH:17]=[C:16]([C:18]([F:21])([F:20])[F:19])[CH:15]=[CH:14][C:4]=1[CH2:5][N:6]1[CH2:11][CH2:10][CH:9]([CH:12]=[C:33]2[S:32][C:31](=[O:34])[N:30]=[C:29]2[NH:28][CH2:27][C:26]([CH3:36])([CH3:35])[CH2:25][OH:24])[CH2:8][CH2:7]1. (5) Given the reactants I[C:2]1[CH:11]=[C:10]2[C:5]([C:6](=[O:12])[CH2:7][S:8][CH2:9]2)=[CH:4][CH:3]=1.[CH3:13][N:14](C=O)C, predict the reaction product. The product is: [O:12]=[C:6]1[C:5]2[C:10](=[CH:11][C:2]([C:13]#[N:14])=[CH:3][CH:4]=2)[CH2:9][S:8][CH2:7]1. (6) Given the reactants [C:1]([O:5][C:6]([N:8]1[C:16]2[C:11](=[CH:12][C:13]([C:17](=[O:19])[CH3:18])=[CH:14][CH:15]=2)[CH:10]=[CH:9]1)=[O:7])([CH3:4])([CH3:3])[CH3:2].[CH2:20](O)[CH2:21][OH:22].C1(C)C=CC(S([O-])(=O)=O)=CC=1.[NH+]1C=CC=CC=1.C([O-])(O)=O.[Na+], predict the reaction product. The product is: [C:1]([O:5][C:6]([N:8]1[C:16]2[C:11](=[CH:12][C:13]([C:17]3([CH3:18])[O:22][CH2:21][CH2:20][O:19]3)=[CH:14][CH:15]=2)[CH:10]=[CH:9]1)=[O:7])([CH3:4])([CH3:2])[CH3:3]. (7) The product is: [CH2:19]([O:26][C:27](=[O:28])[NH:1][C:2]1[S:3][CH:4]=[CH:5][C:6]=1[C:7]([NH2:9])=[O:8])[C:20]1[CH:25]=[CH:24][CH:23]=[CH:22][CH:21]=1. Given the reactants [NH2:1][C:2]1[S:3][CH:4]=[CH:5][C:6]=1[C:7]([NH2:9])=[O:8].C(N(C(C)C)CC)(C)C.[CH2:19]([O:26][C:27](Cl)=[O:28])[C:20]1[CH:25]=[CH:24][CH:23]=[CH:22][CH:21]=1, predict the reaction product. (8) The product is: [CH2:13]([N:10]1[C:3]2[C:2]([Cl:1])=[N:7][CH:6]=[N:5][C:4]=2[CH:8]=[CH:9]1)[CH:12]=[CH2:11]. Given the reactants [Cl:1][C:2]1[C:3]2[NH:10][CH:9]=[CH:8][C:4]=2[N:5]=[CH:6][N:7]=1.[CH2:11](Br)[CH:12]=[CH2:13].[H-].[Na+], predict the reaction product.